This data is from NCI-60 drug combinations with 297,098 pairs across 59 cell lines. The task is: Regression. Given two drug SMILES strings and cell line genomic features, predict the synergy score measuring deviation from expected non-interaction effect. (1) Drug 1: C1CCC(C1)C(CC#N)N2C=C(C=N2)C3=C4C=CNC4=NC=N3. Cell line: NCI-H460. Synergy scores: CSS=51.8, Synergy_ZIP=8.33, Synergy_Bliss=8.65, Synergy_Loewe=-22.3, Synergy_HSA=8.58. Drug 2: CC1C(C(CC(O1)OC2CC(CC3=C2C(=C4C(=C3O)C(=O)C5=C(C4=O)C(=CC=C5)OC)O)(C(=O)CO)O)N)O.Cl. (2) Drug 1: CC(C1=C(C=CC(=C1Cl)F)Cl)OC2=C(N=CC(=C2)C3=CN(N=C3)C4CCNCC4)N. Drug 2: COC1=C2C(=CC3=C1OC=C3)C=CC(=O)O2. Cell line: SF-268. Synergy scores: CSS=4.07, Synergy_ZIP=1.39, Synergy_Bliss=6.94, Synergy_Loewe=3.53, Synergy_HSA=3.52. (3) Drug 1: CN(C)N=NC1=C(NC=N1)C(=O)N. Drug 2: COC1=C2C(=CC3=C1OC=C3)C=CC(=O)O2. Cell line: MALME-3M. Synergy scores: CSS=-8.04, Synergy_ZIP=1.73, Synergy_Bliss=-4.50, Synergy_Loewe=-6.63, Synergy_HSA=-7.85. (4) Drug 1: CCC1(CC2CC(C3=C(CCN(C2)C1)C4=CC=CC=C4N3)(C5=C(C=C6C(=C5)C78CCN9C7C(C=CC9)(C(C(C8N6C)(C(=O)OC)O)OC(=O)C)CC)OC)C(=O)OC)O.OS(=O)(=O)O. Drug 2: C1=CC=C(C=C1)NC(=O)CCCCCCC(=O)NO. Cell line: OVCAR-4. Synergy scores: CSS=2.69, Synergy_ZIP=-1.03, Synergy_Bliss=0.668, Synergy_Loewe=-1.51, Synergy_HSA=-1.06. (5) Drug 1: CS(=O)(=O)C1=CC(=C(C=C1)C(=O)NC2=CC(=C(C=C2)Cl)C3=CC=CC=N3)Cl. Drug 2: COC1=NC(=NC2=C1N=CN2C3C(C(C(O3)CO)O)O)N. Cell line: M14. Synergy scores: CSS=-7.53, Synergy_ZIP=4.29, Synergy_Bliss=2.32, Synergy_Loewe=-4.38, Synergy_HSA=-3.65. (6) Drug 1: C(CC(=O)O)C(=O)CN.Cl. Drug 2: CC(C)NC(=O)C1=CC=C(C=C1)CNNC.Cl. Cell line: SW-620. Synergy scores: CSS=-0.811, Synergy_ZIP=0.239, Synergy_Bliss=-1.03, Synergy_Loewe=-3.51, Synergy_HSA=-2.96. (7) Drug 1: C1C(C(OC1N2C=NC3=C(N=C(N=C32)Cl)N)CO)O. Drug 2: CC1CCC2CC(C(=CC=CC=CC(CC(C(=O)C(C(C(=CC(C(=O)CC(OC(=O)C3CCCCN3C(=O)C(=O)C1(O2)O)C(C)CC4CCC(C(C4)OC)O)C)C)O)OC)C)C)C)OC. Cell line: CAKI-1. Synergy scores: CSS=12.3, Synergy_ZIP=-3.64, Synergy_Bliss=-2.14, Synergy_Loewe=-48.5, Synergy_HSA=-9.27.